Dataset: Forward reaction prediction with 1.9M reactions from USPTO patents (1976-2016). Task: Predict the product of the given reaction. (1) Given the reactants [C:1]([C:3]1[CH:4]=[N:5][C:6]2[C:11]([CH:12]=1)=[CH:10][C:9]([O:13][CH:14]([S:25][CH3:26])[C:15]([NH:17][C:18]([CH2:22][O:23][CH3:24])([CH3:21])[CH2:19][OH:20])=[O:16])=[CH:8][C:7]=2C)#[CH:2].CC(OI1(OC(C)=O)(OC(C)=O)OC(=O)C2C=CC=CC1=2)=O.C([O-])(O)=O.[Na+], predict the reaction product. The product is: [C:1]([C:3]1[CH:4]=[N:5][C:6]2[C:11]([CH:12]=1)=[CH:10][C:9]([O:13][CH:14]([S:25][CH3:26])[C:15]([NH:17][C:18]([CH2:22][O:23][CH3:24])([CH3:21])[CH:19]=[O:20])=[O:16])=[CH:8][CH:7]=2)#[CH:2]. (2) Given the reactants [Br:1][C:2]1[CH:9]=[CH:8][C:5]([CH:6]=O)=[CH:4][CH:3]=1.[NH2:10][NH:11][C:12]([NH2:14])=[O:13].C([O-])(=O)C.[Na+], predict the reaction product. The product is: [Br:1][C:2]1[CH:9]=[CH:8][C:5]([CH:6]=[N:10][NH:11][C:12]([NH2:14])=[O:13])=[CH:4][CH:3]=1.